This data is from Full USPTO retrosynthesis dataset with 1.9M reactions from patents (1976-2016). The task is: Predict the reactants needed to synthesize the given product. (1) The reactants are: [OH:1][C:2]([CH3:23])([CH3:22])[C:3]([N:5]1[CH2:10][CH2:9][N:8](NC(OCC2C=CC=CC=2)=O)[CH2:7][CH2:6]1)=[O:4]. Given the product [OH:1][C:2]([CH3:23])([CH3:22])[C:3]([N:5]1[CH2:6][CH2:7][NH:8][CH2:9][CH2:10]1)=[O:4], predict the reactants needed to synthesize it. (2) The reactants are: N1C=CN=C1.[C:6]([Si:10](Cl)([C:17]1[CH:22]=[CH:21][CH:20]=[CH:19][CH:18]=1)[C:11]1[CH:16]=[CH:15][CH:14]=[CH:13][CH:12]=1)([CH3:9])([CH3:8])[CH3:7].[NH2:24][CH2:25][CH2:26][OH:27]. Given the product [C:6]([Si:10]([C:17]1[CH:22]=[CH:21][CH:20]=[CH:19][CH:18]=1)([C:11]1[CH:16]=[CH:15][CH:14]=[CH:13][CH:12]=1)[O:27][CH2:26][CH2:25][NH2:24])([CH3:9])([CH3:8])[CH3:7], predict the reactants needed to synthesize it. (3) The reactants are: [O:1]1[C:6]2[CH:7]=[CH:8][C:9]([CH2:11][NH:12][C:13]3([CH2:19][CH2:20][OH:21])[CH2:18][CH2:17][NH:16][CH2:15][CH2:14]3)=[CH:10][C:5]=2[O:4][CH2:3]C1.O1C2C=CC(C=O)=CC=2OC1.[CH3:33][O:34][C:35]1[CH:36]=[N:37][C:38]2[C:43]([CH:44]=1)=[C:42]([CH:45]1[CH2:47][O:46]1)[CH:41]=[CH:40][CH:39]=2.O1C2C=CC(CNC3(CCO)CCNCC3)=CC=2OC1. Given the product [O:1]1[C:6]2[CH:7]=[CH:8][C:9]([CH2:11][NH:12][C:13]3([CH2:19][CH2:20][OH:21])[CH2:14][CH2:15][N:16]([CH2:47][CH:45]([C:42]4[CH:41]=[CH:40][CH:39]=[C:38]5[C:43]=4[CH:44]=[C:35]([O:34][CH3:33])[CH:36]=[N:37]5)[OH:46])[CH2:17][CH2:18]3)=[CH:10][C:5]=2[O:4][CH2:3]1, predict the reactants needed to synthesize it. (4) The reactants are: [Br:1][C:2]1[NH:6][C:5]2[CH:7]=[C:8]([C:10]([O:12][CH3:13])=[O:11])[S:9][C:4]=2[C:3]=1[CH:14]1[CH2:19][CH2:18][CH2:17][CH2:16][CH2:15]1.[H-].[Na+].[CH3:22][O:23][CH2:24]Cl. Given the product [Br:1][C:2]1[N:6]([CH2:22][O:23][CH3:24])[C:5]2[CH:7]=[C:8]([C:10]([O:12][CH3:13])=[O:11])[S:9][C:4]=2[C:3]=1[CH:14]1[CH2:19][CH2:18][CH2:17][CH2:16][CH2:15]1, predict the reactants needed to synthesize it. (5) Given the product [Cl:1][C:2]1[CH:27]=[CH:26][C:5]([CH2:6][N:7]2[C:15]3[C:10](=[CH:11][C:12]([CH:16]=[C:17]4[S:21][C:20]([N:32]5[CH2:35][CH:34]([N:36]6[CH2:41][CH2:40][O:39][CH2:38][CH2:37]6)[CH2:33]5)=[N:19][C:18]4=[O:25])=[CH:13][CH:14]=3)[CH:9]=[N:8]2)=[C:4]([C:28]([F:31])([F:30])[F:29])[CH:3]=1, predict the reactants needed to synthesize it. The reactants are: [Cl:1][C:2]1[CH:27]=[CH:26][C:5]([CH2:6][N:7]2[C:15]3[C:10](=[CH:11][C:12]([CH:16]=[C:17]4[S:21][C:20](SCC)=[N:19][C:18]4=[O:25])=[CH:13][CH:14]=3)[CH:9]=[N:8]2)=[C:4]([C:28]([F:31])([F:30])[F:29])[CH:3]=1.[NH:32]1[CH2:35][CH:34]([N:36]2[CH2:41][CH2:40][O:39][CH2:38][CH2:37]2)[CH2:33]1. (6) Given the product [O:12]=[C:1]1[O:13][BH:15][O:4][CH:3]([C:5]([OH:7])=[O:6])[CH2:2]1, predict the reactants needed to synthesize it. The reactants are: [C:1]([OH:13])(=[O:12])[CH2:2][C:3](CC(O)=O)([C:5]([OH:7])=[O:6])[OH:4].O1B([C@@H](NC(=O)CNC(=O)C2C=C(Cl)C=CC=2Cl)CC(C)C)OB([C@@H](NC(=O)CNC(=O)C2C=C(Cl)C=CC=2Cl)CC(C)C)O[B:15]1[C@@H](NC(=O)CNC(=O)C1C=C(Cl)C=CC=1Cl)CC(C)C.